Dataset: Peptide-MHC class I binding affinity with 185,985 pairs from IEDB/IMGT. Task: Regression. Given a peptide amino acid sequence and an MHC pseudo amino acid sequence, predict their binding affinity value. This is MHC class I binding data. (1) The peptide sequence is DYCNVLNKEF. The MHC is HLA-A26:01 with pseudo-sequence HLA-A26:01. The binding affinity (normalized) is 0. (2) The peptide sequence is SESTIDIIL. The MHC is HLA-B08:02 with pseudo-sequence HLA-B08:02. The binding affinity (normalized) is 0.0847.